This data is from Forward reaction prediction with 1.9M reactions from USPTO patents (1976-2016). The task is: Predict the product of the given reaction. (1) Given the reactants CC1(C)C(C)(C)OB([C:9]2[CH:29]=[CH:28][C:12]([O:13][CH2:14][CH2:15][NH:16][C@@H:17]([CH3:27])[C@@H:18]([C:20]3[CH:25]=[CH:24][C:23]([OH:26])=[CH:22][CH:21]=3)[OH:19])=[CH:11][CH:10]=2)O1.Br[C:32]1[CH:40]=[CH:39][C:35]([C:36]([OH:38])=[O:37])=[CH:34][C:33]=1[CH2:41][CH3:42].[F-].[Cs+].O1CCOCC1, predict the reaction product. The product is: [CH2:41]([C:33]1[CH:34]=[C:35]([C:36]([OH:38])=[O:37])[CH:39]=[CH:40][C:32]=1[C:9]1[CH:10]=[CH:11][C:12]([O:13][CH2:14][CH2:15][NH:16][C@@H:17]([CH3:27])[C@H:18]([OH:19])[C:20]2[CH:21]=[CH:22][C:23]([OH:26])=[CH:24][CH:25]=2)=[CH:28][CH:29]=1)[CH3:42]. (2) Given the reactants [F:1][C:2]1[CH:7]=[CH:6][C:5]([C:8]2[N:9]=[C:10]3[N:14]([CH:15]=2)[CH:13]=[CH:12][S:11]3)=[CH:4][C:3]=1[O:16][CH3:17].[C:18](OC(=O)C)(=[O:20])[CH3:19].S(=O)(=O)(O)O, predict the reaction product. The product is: [F:1][C:2]1[CH:7]=[CH:6][C:5]([C:8]2[N:9]=[C:10]3[N:14]([C:15]=2[C:18](=[O:20])[CH3:19])[CH:13]=[CH:12][S:11]3)=[CH:4][C:3]=1[O:16][CH3:17].